Dataset: Merck oncology drug combination screen with 23,052 pairs across 39 cell lines. Task: Regression. Given two drug SMILES strings and cell line genomic features, predict the synergy score measuring deviation from expected non-interaction effect. (1) Drug 1: COc1cc(C2c3cc4c(cc3C(OC3OC5COC(C)OC5C(O)C3O)C3COC(=O)C23)OCO4)cc(OC)c1O. Drug 2: O=C(CCCCCCC(=O)Nc1ccccc1)NO. Cell line: NCIH1650. Synergy scores: synergy=3.52. (2) Drug 1: N#Cc1ccc(Cn2cncc2CN2CCN(c3cccc(Cl)c3)C(=O)C2)cc1. Drug 2: O=C(O)C1(Cc2cccc(Nc3nccs3)n2)CCC(Oc2cccc(Cl)c2F)CC1. Cell line: CAOV3. Synergy scores: synergy=18.9. (3) Drug 1: O=S1(=O)NC2(CN1CC(F)(F)F)C1CCC2Cc2cc(C=CCN3CCC(C(F)(F)F)CC3)ccc2C1. Drug 2: C=CCn1c(=O)c2cnc(Nc3ccc(N4CCN(C)CC4)cc3)nc2n1-c1cccc(C(C)(C)O)n1. Cell line: A427. Synergy scores: synergy=-0.590. (4) Drug 1: O=S1(=O)NC2(CN1CC(F)(F)F)C1CCC2Cc2cc(C=CCN3CCC(C(F)(F)F)CC3)ccc2C1. Drug 2: COc1cccc2c1C(=O)c1c(O)c3c(c(O)c1C2=O)CC(O)(C(=O)CO)CC3OC1CC(N)C(O)C(C)O1. Cell line: CAOV3. Synergy scores: synergy=6.36. (5) Drug 1: CC1CC2C3CCC4=CC(=O)C=CC4(C)C3(F)C(O)CC2(C)C1(O)C(=O)CO. Drug 2: O=C(O)C1(Cc2cccc(Nc3nccs3)n2)CCC(Oc2cccc(Cl)c2F)CC1. Cell line: HT144. Synergy scores: synergy=-1.88. (6) Drug 2: O=C(O)C1(Cc2cccc(Nc3nccs3)n2)CCC(Oc2cccc(Cl)c2F)CC1. Drug 1: CCC1=CC2CN(C1)Cc1c([nH]c3ccccc13)C(C(=O)OC)(c1cc3c(cc1OC)N(C)C1C(O)(C(=O)OC)C(OC(C)=O)C4(CC)C=CCN5CCC31C54)C2. Synergy scores: synergy=-18.9. Cell line: NCIH460. (7) Drug 1: O=S1(=O)NC2(CN1CC(F)(F)F)C1CCC2Cc2cc(C=CCN3CCC(C(F)(F)F)CC3)ccc2C1. Drug 2: COc1cc(C2c3cc4c(cc3C(OC3OC5COC(C)OC5C(O)C3O)C3COC(=O)C23)OCO4)cc(OC)c1O. Cell line: HCT116. Synergy scores: synergy=4.98.